This data is from Forward reaction prediction with 1.9M reactions from USPTO patents (1976-2016). The task is: Predict the product of the given reaction. (1) Given the reactants [Br:1][C:2]1[CH:3]=[CH:4][C:5]([NH:12][C:13](=[O:21])[CH2:14][C:15]2[CH:16]=[N:17][CH:18]=[CH:19][CH:20]=2)=[C:6]([CH:11]=1)[C:7]([O:9]C)=O.CO[Na], predict the reaction product. The product is: [Br:1][C:2]1[CH:11]=[C:6]2[C:5](=[CH:4][CH:3]=1)[NH:12][C:13](=[O:21])[CH:14]([C:15]1[CH:16]=[N:17][CH:18]=[CH:19][CH:20]=1)[C:7]2=[O:9]. (2) Given the reactants N#N.[H-].[H-].[H-].[H-].[Li+].[Al+3].[NH:9]1[C:13]2[CH:14]=[CH:15][CH:16]=[CH:17][C:12]=2[N:11]=[C:10]1[C@H:18]([NH:28][C:29](=[O:46])[NH:30][CH2:31][CH2:32][CH:33]1[CH2:38][CH2:37][N:36]([C:39](OC(C)(C)C)=O)[CH2:35][CH2:34]1)[CH2:19][C:20]1[CH:25]=[CH:24][C:23]([O:26][CH3:27])=[CH:22][CH:21]=1.[OH-].[Na+], predict the reaction product. The product is: [NH:9]1[C:13]2[CH:14]=[CH:15][CH:16]=[CH:17][C:12]=2[N:11]=[C:10]1[C@H:18]([NH:28][C:29]([NH:30][CH2:31][CH2:32][CH:33]1[CH2:34][CH2:35][N:36]([CH3:39])[CH2:37][CH2:38]1)=[O:46])[CH2:19][C:20]1[CH:21]=[CH:22][C:23]([O:26][CH3:27])=[CH:24][CH:25]=1. (3) The product is: [C:1]([O:5][C:6]([C:7]([CH3:11])([CH3:10])[CH2:8][O:9][C:25]([N:27]1[C:36]2[C:31](=[CH:32][C:33]([C:37]([F:40])([F:38])[F:39])=[CH:34][CH:35]=2)[C@@H:30]([NH:41][C:42]2[CH:47]=[CH:46][C:45]([N:48]3[CH2:49][CH2:50][O:51][CH2:52][CH2:53]3)=[CH:44][N:43]=2)[CH2:29][C@H:28]1[CH2:54][CH3:55])=[O:24])=[O:12])([CH3:4])([CH3:2])[CH3:3]. Given the reactants [C:1]([O:5][C:6](=[O:12])[C:7]([CH3:11])([CH3:10])[CH2:8][OH:9])([CH3:4])([CH3:3])[CH3:2].[H-].[Na+].[N+](C1C=CC([O:24][C:25]([N:27]2[C:36]3[C:31](=[CH:32][C:33]([C:37]([F:40])([F:39])[F:38])=[CH:34][CH:35]=3)[C@@H:30]([NH:41][C:42]3[CH:47]=[CH:46][C:45]([N:48]4[CH2:53][CH2:52][O:51][CH2:50][CH2:49]4)=[CH:44][N:43]=3)[CH2:29][C@H:28]2[CH2:54][CH3:55])=O)=CC=1)([O-])=O.C(=O)([O-])O.[Na+], predict the reaction product. (4) Given the reactants [CH3:1][C:2]1[C:3]([C:13]([O:15]C)=[O:14])=[CH:4][CH:5]=[C:6]2[C:11]=1[C:10](=[O:12])[NH:9][CH2:8][CH2:7]2.[H-].[Na+].Cl[CH2:20][C:21]1[C:26]([CH3:27])=[CH:25][C:24](C)=[CH:23][C:22]=1[O:29][CH2:30][C:31]1[C:36](C2(OCC3C=CC=CC=3)C=C(C)C=C(C)C2CCl)=[CH:35][CH:34]=[CH:33][CH:32]=1.C[N:56](C=O)C, predict the reaction product. The product is: [CH2:30]([O:29][C:22]1[C:21]([CH2:20][N:9]2[CH2:8][CH2:7][C:6]3[C:11](=[C:2]([CH3:1])[C:3]([C:13]([OH:15])=[O:14])=[CH:4][CH:5]=3)[C:10]2=[O:12])=[C:26]([CH3:27])[CH:25]=[C:24]([CH3:23])[N:56]=1)[C:31]1[CH:36]=[CH:35][CH:34]=[CH:33][CH:32]=1. (5) Given the reactants Br[C:2]1[CH:11]=[C:10]2[C:5]([CH:6]=[CH:7][CH:8]=[N:9]2)=[C:4]([F:12])[CH:3]=1.[C:13](=[NH:26])([C:20]1[CH:25]=[CH:24][CH:23]=[CH:22][CH:21]=1)[C:14]1[CH:19]=[CH:18][CH:17]=[CH:16][CH:15]=1.C1(P(C2C=CC=CC=2)C2C=CC3C(=CC=CC=3)C=2C2C3C(=CC=CC=3)C=CC=2P(C2C=CC=CC=2)C2C=CC=CC=2)C=CC=CC=1.CC([O-])(C)C.[Na+], predict the reaction product. The product is: [C:20]1([C:13]([C:14]2[CH:15]=[CH:16][CH:17]=[CH:18][CH:19]=2)=[N:26][C:2]2[CH:11]=[C:10]3[C:5]([CH:6]=[CH:7][CH:8]=[N:9]3)=[C:4]([F:12])[CH:3]=2)[CH:21]=[CH:22][CH:23]=[CH:24][CH:25]=1. (6) The product is: [C:1]([C:5]1[CH:6]=[C:7]2[C:12](=[C:13]([F:15])[CH:14]=1)[C:11](=[O:16])[N:10]([C:17]1[C:18]([CH2:40][OH:41])=[C:19]([N:23]3[C:27]4=[N:28][C:29]([N:32]5[CH2:33][CH2:34][O:35][CH2:36][CH2:37]5)=[CH:30][CH:31]=[C:26]4[C:25]([C:38]([NH2:39])=[O:44])=[CH:24]3)[CH:20]=[CH:21][CH:22]=1)[N:9]=[CH:8]2)([CH3:4])([CH3:2])[CH3:3]. Given the reactants [C:1]([C:5]1[CH:6]=[C:7]2[C:12](=[C:13]([F:15])[CH:14]=1)[C:11](=[O:16])[N:10]([C:17]1[C:18]([CH2:40][OH:41])=[C:19]([N:23]3[C:27]4=[N:28][C:29]([N:32]5[CH2:37][CH2:36][O:35][CH2:34][CH2:33]5)=[CH:30][CH:31]=[C:26]4[C:25]([C:38]#[N:39])=[CH:24]3)[CH:20]=[CH:21][CH:22]=1)[N:9]=[CH:8]2)([CH3:4])([CH3:3])[CH3:2].C([OH:44])C, predict the reaction product. (7) Given the reactants [Br:1][C:2]1[CH:7]=[CH:6][C:5]([N:8]=[C:9]=[O:10])=[CH:4][CH:3]=1.[OH:11][CH:12]1[CH2:17][CH2:16][CH2:15][N:14]([C:18]([O:20][C:21]([CH3:24])([CH3:23])[CH3:22])=[O:19])[CH2:13]1, predict the reaction product. The product is: [Br:1][C:2]1[CH:7]=[CH:6][C:5]([NH:8][C:9]([O:11][CH:12]2[CH2:17][CH2:16][CH2:15][N:14]([C:18]([O:20][C:21]([CH3:24])([CH3:23])[CH3:22])=[O:19])[CH2:13]2)=[O:10])=[CH:4][CH:3]=1. (8) The product is: [CH3:14][O:13][C:11]([C@H:9]1[CH2:10][C@H:5]([C:3]([OH:4])=[O:2])[CH2:6][N:7]([C:15]([O:17][C:18]([CH3:21])([CH3:20])[CH3:19])=[O:16])[CH2:8]1)=[O:12]. Given the reactants C[O:2][C:3]([C@@H:5]1[CH2:10][C@@H:9]([C:11]([O:13][CH3:14])=[O:12])[CH2:8][N:7]([C:15]([O:17][C:18]([CH3:21])([CH3:20])[CH3:19])=[O:16])[CH2:6]1)=[O:4].O.OS([O-])(=O)=O.[K+], predict the reaction product.